From a dataset of Peptide-MHC class I binding affinity with 185,985 pairs from IEDB/IMGT. Regression. Given a peptide amino acid sequence and an MHC pseudo amino acid sequence, predict their binding affinity value. This is MHC class I binding data. (1) The peptide sequence is SDFFDRLQV. The MHC is HLA-B73:01 with pseudo-sequence HLA-B73:01. The binding affinity (normalized) is 0.0847. (2) The peptide sequence is AEWDRVHPV. The MHC is HLA-A31:01 with pseudo-sequence HLA-A31:01. The binding affinity (normalized) is 0.0538. (3) The peptide sequence is TLYCVHQGI. The MHC is HLA-A02:03 with pseudo-sequence HLA-A02:03. The binding affinity (normalized) is 0.746. (4) The peptide sequence is HRILDIYLE. The MHC is Mamu-B08 with pseudo-sequence Mamu-B08. The binding affinity (normalized) is 0.159. (5) The peptide sequence is LEHGLYPQL. The MHC is HLA-B08:02 with pseudo-sequence HLA-B08:02. The binding affinity (normalized) is 0.0847. (6) The peptide sequence is RVFGFRTAK. The MHC is HLA-A01:01 with pseudo-sequence HLA-A01:01. The binding affinity (normalized) is 0.0847. (7) The peptide sequence is SDYDYYRYNL. The MHC is HLA-B44:03 with pseudo-sequence HLA-B44:03. The binding affinity (normalized) is 0.151. (8) The peptide sequence is FATAGIFAL. The MHC is HLA-A32:01 with pseudo-sequence HLA-A32:01. The binding affinity (normalized) is 0.0312. (9) The peptide sequence is KEKGGLDGL. The MHC is HLA-B44:03 with pseudo-sequence HLA-B44:03. The binding affinity (normalized) is 0. (10) The peptide sequence is GRCELAAAM. The MHC is H-2-Kb with pseudo-sequence H-2-Kb. The binding affinity (normalized) is 0.0735.